From a dataset of Full USPTO retrosynthesis dataset with 1.9M reactions from patents (1976-2016). Predict the reactants needed to synthesize the given product. Given the product [ClH:28].[NH2:20][CH:17]1[CH2:18][CH2:19][N:14]([CH2:13][CH2:12][C:5]2[CH:6]=[CH:7][CH:8]=[C:9]3[C:4]=2[O:3][C:2](=[O:1])[CH:11]=[CH:10]3)[CH2:15][CH2:16]1, predict the reactants needed to synthesize it. The reactants are: [O:1]=[C:2]1[CH:11]=[CH:10][C:9]2[C:4](=[C:5]([CH2:12][CH2:13][N:14]3[CH2:19][CH2:18][CH:17]([NH:20]C(=O)OC(C)(C)C)[CH2:16][CH2:15]3)[CH:6]=[CH:7][CH:8]=2)[O:3]1.[ClH:28].